From a dataset of Reaction yield outcomes from USPTO patents with 853,638 reactions. Predict the reaction yield, written as a fraction of the theoretical maximum amount of product (1.0 means a 100% yield; for example, 0.34 means a 34% yield). (1) The yield is 0.590. The product is [NH2:29][C:25]1[CH:24]=[C:23]([CH:28]=[CH:27][CH:26]=1)[CH2:22][S:21][C:5]1[CH:4]=[CH:3][C:2]([F:1])=[CH:7][C:6]=1[NH:8][S:9]([C:12]1[O:13][C:14]2[CH:20]=[CH:19][CH:18]=[CH:17][C:15]=2[CH:16]=1)(=[O:11])=[O:10]. The catalyst is CO.[Zn]. The reactants are [F:1][C:2]1[CH:3]=[CH:4][C:5]([S:21][CH2:22][C:23]2[CH:28]=[CH:27][CH:26]=[C:25]([N+:29]([O-])=O)[CH:24]=2)=[C:6]([NH:8][S:9]([C:12]2[O:13][C:14]3[CH:20]=[CH:19][CH:18]=[CH:17][C:15]=3[CH:16]=2)(=[O:11])=[O:10])[CH:7]=1.[NH4+].[Cl-]. (2) The reactants are [OH:1][C:2]1[CH:7]=[C:6]([O:8][CH3:9])[CH:5]=[CH:4][C:3]=1[C:10](=O)[CH3:11].[CH3:13][C:14]([S@@:17]([NH2:19])=[O:18])([CH3:16])[CH3:15]. The catalyst is CC1CCCO1.[O-]CC.[Ti+4].[O-]CC.[O-]CC.[O-]CC. The product is [OH:1][C:2]1[CH:7]=[C:6]([O:8][CH3:9])[CH:5]=[CH:4][C:3]=1[C:10](=[N:19][S@:17]([C:14]([CH3:16])([CH3:15])[CH3:13])=[O:18])[CH3:11]. The yield is 0.233. (3) The reactants are [NH2:1][C@H:2]([CH2:35]O)[CH2:3][CH2:4][C:5]1[C:10]([F:11])=[CH:9][CH:8]=[CH:7][C:6]=1[NH:12][C:13](=[O:34])[C@@H:14]([N:31]=[N+:32]=[N-:33])[C@@H:15]([C:24]1[CH:29]=[CH:28][C:27]([F:30])=[CH:26][CH:25]=1)[C:16]1[CH:17]=[N:18][C:19]([O:22][CH3:23])=[CH:20][CH:21]=1.C(N(CC)CC)C.[C:44]1([S:50](Cl)(=[O:52])=[O:51])[CH:49]=[CH:48][CH:47]=[CH:46][CH:45]=1.CS(Cl)(=O)=O. The catalyst is ClCCl.CN(C1C=CN=CC=1)C. The yield is 0.630. The product is [N:31]([C@@H:14]([C@@H:15]([C:24]1[CH:25]=[CH:26][C:27]([F:30])=[CH:28][CH:29]=1)[C:16]1[CH:17]=[N:18][C:19]([O:22][CH3:23])=[CH:20][CH:21]=1)[C:13]([NH:12][C:6]1[CH:7]=[CH:8][CH:9]=[C:10]([F:11])[C:5]=1[CH2:4][CH2:3][CH:2]1[CH2:35][N@@:1]1[S:50]([C:44]1[CH:49]=[CH:48][CH:47]=[CH:46][CH:45]=1)(=[O:52])=[O:51])=[O:34])=[N+:32]=[N-:33]. (4) The reactants are [C:1]([C:3]1[CH:4]=[C:5]2[C:10](=[CH:11][C:12]=1[F:13])[O:9][CH2:8][CH2:7][CH:6]2[C:14]([O:16]C)=[O:15])#[N:2].[OH-].[Na+].O.CO. The catalyst is C1COCC1.C(OCC)(=O)C.Cl. The product is [C:1]([C:3]1[CH:4]=[C:5]2[C:10](=[CH:11][C:12]=1[F:13])[O:9][CH2:8][CH2:7][CH:6]2[C:14]([OH:16])=[O:15])#[N:2]. The yield is 0.950. (5) The reactants are [C:1]([S:20][CH2:21][C:22]([O:24]CC)=[O:23])([C:14]1[CH:19]=[CH:18][CH:17]=[CH:16][CH:15]=1)([C:8]1[CH:13]=[CH:12][CH:11]=[CH:10][CH:9]=1)[C:2]1[CH:7]=[CH:6][CH:5]=[CH:4][CH:3]=1.[OH-].[Na+].O1CCOCC1. The catalyst is C(OCC)(=O)C.O. The product is [C:1]([S:20][CH2:21][C:22]([OH:24])=[O:23])([C:8]1[CH:9]=[CH:10][CH:11]=[CH:12][CH:13]=1)([C:14]1[CH:19]=[CH:18][CH:17]=[CH:16][CH:15]=1)[C:2]1[CH:3]=[CH:4][CH:5]=[CH:6][CH:7]=1. The yield is 0.921.